From a dataset of Catalyst prediction with 721,799 reactions and 888 catalyst types from USPTO. Predict which catalyst facilitates the given reaction. Reactant: C[O:2][C:3]([C:5]1[S:9][C:8]([N:10]2[CH2:15][CH2:14][N:13]([CH2:16][CH2:17][NH2:18])[CH2:12][CH2:11]2)=[N:7][CH:6]=1)=O.Cl.[NH2:20][OH:21].C[O-].[Na+].CO.Cl. Product: [OH:21][NH:20][C:3]([C:5]1[S:9][C:8]([N:10]2[CH2:15][CH2:14][N:13]([CH2:16][CH2:17][NH2:18])[CH2:12][CH2:11]2)=[N:7][CH:6]=1)=[O:2]. The catalyst class is: 12.